From a dataset of Forward reaction prediction with 1.9M reactions from USPTO patents (1976-2016). Predict the product of the given reaction. (1) Given the reactants C(O)(=O)C.[C:5]([C:7]([C:26]#[N:27])([CH2:20][CH2:21][C:22]([F:25])([F:24])[F:23])[CH2:8][CH2:9][CH:10]1[CH2:19][CH2:18][C:13]2(OCC[O:14]2)[CH2:12][CH2:11]1)#[N:6], predict the reaction product. The product is: [C:5]([C:7]([C:26]#[N:27])([CH2:20][CH2:21][C:22]([F:25])([F:24])[F:23])[CH2:8][CH2:9][CH:10]1[CH2:11][CH2:12][C:13](=[O:14])[CH2:18][CH2:19]1)#[N:6]. (2) Given the reactants [Cl:1][C:2]1[CH:24]=[CH:23][C:5]2[N:6]3[C:10]([CH2:11][NH:12][C:13](=O)[C:4]=2[CH:3]=1)=[C:9]([C:15]1[N:19]=[C:18]([CH:20]2[CH2:22][CH2:21]2)[O:17][N:16]=1)[N:8]=[CH:7]3.CN(C)C1C=CC(C)=CC=1.P(Cl)(Cl)([Cl:37])=O, predict the reaction product. The product is: [Cl:37][C:13]1[C:4]2[CH:3]=[C:2]([Cl:1])[CH:24]=[CH:23][C:5]=2[N:6]2[C:10]([CH2:11][N:12]=1)=[C:9]([C:15]1[N:19]=[C:18]([CH:20]3[CH2:22][CH2:21]3)[O:17][N:16]=1)[N:8]=[CH:7]2. (3) Given the reactants OC1C(=O)NN=C(CCC2C=CC=CC=2)C=1.C([O:24][C:25]1[N:26]=[N:27][C:28]([C:39]#[C:40][C:41]2[C:46]([F:47])=[CH:45][CH:44]=[CH:43][C:42]=2[F:48])=[CH:29][C:30]=1[O:31]CC1C=CC=CC=1)C1C=CC=CC=1, predict the reaction product. The product is: [F:48][C:42]1[CH:43]=[CH:44][CH:45]=[C:46]([F:47])[C:41]=1[CH2:40][CH2:39][C:28]1[CH:29]=[C:30]([OH:31])[C:25](=[O:24])[NH:26][N:27]=1.